From a dataset of Forward reaction prediction with 1.9M reactions from USPTO patents (1976-2016). Predict the product of the given reaction. (1) The product is: [CH:8]1([OH:9])[CH2:1][CH2:2][CH2:3][CH:4]=[CH:5][CH2:6][CH2:7]1. Given the reactants [CH:1]12[O:9][CH:8]1[CH2:7][CH2:6][CH:5]=[CH:4][CH2:3][CH2:2]2.[H-].[H-].[H-].[H-].[Li+].[Al+3].O.[OH-].[Na+], predict the reaction product. (2) Given the reactants [CH:1]1([O:6][CH:7]([C:10]2[CH:11]=[N:12][C:13]([CH3:16])=[N:14][CH:15]=2)[CH2:8][NH2:9])[CH2:5][CH2:4][CH2:3][CH2:2]1.CC1N=CC(C(OC(CC)CC)C[N+]([O-])=O)=CN=1, predict the reaction product. The product is: [CH3:16][C:13]1[N:12]=[CH:11][C:10]([CH:7]([O:6][CH:1]([CH2:5][CH3:4])[CH2:2][CH3:3])[CH2:8][NH2:9])=[CH:15][N:14]=1. (3) Given the reactants [C:1]([O:5][C:6](=[O:22])[N:7]([CH2:20][CH3:21])[CH2:8][CH2:9][O:10][C:11]1[CH:16]=[CH:15][C:14]([N+:17]([O-])=O)=[CH:13][CH:12]=1)([CH3:4])([CH3:3])[CH3:2], predict the reaction product. The product is: [C:1]([O:5][C:6](=[O:22])[N:7]([CH2:8][CH2:9][O:10][C:11]1[CH:12]=[CH:13][C:14]([NH2:17])=[CH:15][CH:16]=1)[CH2:20][CH3:21])([CH3:2])([CH3:3])[CH3:4]. (4) Given the reactants [Cl:1][C:2]1[CH:7]=[CH:6][C:5]([S:8](Cl)(=[O:10])=[O:9])=[CH:4][C:3]=1[N+:12]([O-:14])=[O:13].[F:15][C:16]1[CH:21]=[CH:20][CH:19]=[CH:18][CH:17]=1.[Cl-].[Al+3].[Cl-].[Cl-], predict the reaction product. The product is: [Cl:1][C:2]1[CH:7]=[CH:6][C:5]([S:8]([C:19]2[CH:20]=[CH:21][C:16]([F:15])=[CH:17][CH:18]=2)(=[O:10])=[O:9])=[CH:4][C:3]=1[N+:12]([O-:14])=[O:13]. (5) Given the reactants [CH3:1][O:2][C:3]([C:5]1([N:10]([CH3:18])[N:11]=[CH:12][CH2:13][C:14]([CH3:17])([CH3:16])[CH3:15])[CH2:9][CH2:8][CH2:7][CH2:6]1)=[O:4].C([BH3-])#N.[Na+], predict the reaction product. The product is: [CH3:1][O:2][C:3]([C:5]1([N:10]([CH3:18])[NH:11][CH2:12][CH2:13][C:14]([CH3:16])([CH3:15])[CH3:17])[CH2:9][CH2:8][CH2:7][CH2:6]1)=[O:4].